This data is from Full USPTO retrosynthesis dataset with 1.9M reactions from patents (1976-2016). The task is: Predict the reactants needed to synthesize the given product. (1) Given the product [CH3:8][O:10][C:11](=[O:52])[CH2:12][C:13]1[N:14]=[C:15]([C:18]2[CH:23]=[CH:22][C:21]([C:24]([CH2:27][CH3:28])([C:29]3[CH:34]=[CH:33][C:32]([CH2:35][CH2:36][CH:37]([OH:42])[C:38]([CH3:40])([CH3:41])[CH3:39])=[C:31]([CH3:50])[CH:30]=3)[CH2:25][CH3:26])=[CH:20][C:19]=2[CH3:51])[S:16][CH:17]=1, predict the reactants needed to synthesize it. The reactants are: FC(F)(F)C(O)=O.[CH2:8]([O:10][C:11](=[O:52])[CH2:12][C:13]1[N:14]=[C:15]([C:18]2[CH:23]=[CH:22][C:21]([C:24]([C:29]3[CH:34]=[CH:33][C:32]([CH2:35][CH2:36][CH:37]([O:42][Si](C(C)(C)C)(C)C)[C:38]([CH3:41])([CH3:40])[CH3:39])=[C:31]([CH3:50])[CH:30]=3)([CH2:27][CH3:28])[CH2:25][CH3:26])=[CH:20][C:19]=2[CH3:51])[S:16][CH:17]=1)C. (2) Given the product [NH:1]1[C:5]2[CH:6]=[CH:7][C:8]([C@@H:10]([N:12]3[C:13]4[CH:18]=[C:17]([Cl:19])[N:16]=[CH:15][C:14]=4[N:20]=[C:22]3[CH3:23])[CH3:11])=[CH:9][C:4]=2[N:3]=[CH:2]1, predict the reactants needed to synthesize it. The reactants are: [NH:1]1[C:5]2[CH:6]=[CH:7][C:8]([C@@H:10]([NH:12][C:13]3[CH:18]=[C:17]([Cl:19])[N:16]=[CH:15][C:14]=3[NH2:20])[CH3:11])=[CH:9][C:4]=2[N:3]=[CH:2]1.Cl.[CH2:22](OC(=N)C)[CH3:23].N. (3) The reactants are: Br[C:2]1[S:22][C:5]2=[N:6][C:7]([CH3:21])=[CH:8][C:9]([NH:10][S:11]([C:14]3[CH:19]=[CH:18][CH:17]=[C:16]([Cl:20])[CH:15]=3)(=[O:13])=[O:12])=[C:4]2[C:3]=1[C:23]1[CH:28]=[CH:27][CH:26]=[C:25]([O:29][CH3:30])[CH:24]=1.[CH3:31][C:32]1[C:36](B2OC(C)(C)C(C)(C)O2)=[C:35]([CH3:46])[NH:34][N:33]=1.C(=O)([O-])[O-].[K+].[K+].O. Given the product [Cl:20][C:16]1[CH:15]=[C:14]([S:11]([NH:10][C:9]2[CH:8]=[C:7]([CH3:21])[N:6]=[C:5]3[S:22][C:2]([C:36]4[C:32]([CH3:31])=[N:33][NH:34][C:35]=4[CH3:46])=[C:3]([C:23]4[CH:28]=[CH:27][CH:26]=[C:25]([O:29][CH3:30])[CH:24]=4)[C:4]=23)(=[O:13])=[O:12])[CH:19]=[CH:18][CH:17]=1, predict the reactants needed to synthesize it.